From a dataset of Full USPTO retrosynthesis dataset with 1.9M reactions from patents (1976-2016). Predict the reactants needed to synthesize the given product. (1) Given the product [CH2:19]([O:18][C:14](=[O:17])[CH2:15][S:16][C:2]1[S:6][C:5]([NH2:7])=[N:4][CH:3]=1)[CH3:20], predict the reactants needed to synthesize it. The reactants are: Br[C:2]1[S:6][C:5]([NH2:7])=[N:4][CH:3]=1.C([O-])([O-])=O.[K+].[K+].[C:14]([O:18][CH2:19][CH3:20])(=[O:17])[CH2:15][SH:16].O. (2) The reactants are: [F:1][C:2]1[C:10]([O:11][CH3:12])=[CH:9][CH:8]=[CH:7][C:3]=1C(O)=O.C(N(CC)CC)C.C1(P(N=[N+]=[N-])(C2C=CC=CC=2)=O)C=CC=CC=1.[NH2:37][CH2:38][C:39]([NH2:42])([CH3:41])[CH3:40].[NH2:43][C:44](N)=[O:45]. Given the product [NH2:42][C:39]([CH3:41])([CH3:40])[CH2:38][NH:37][C:44]([NH:43][C:3]1[CH:7]=[CH:8][CH:9]=[C:10]([O:11][CH3:12])[C:2]=1[F:1])=[O:45], predict the reactants needed to synthesize it. (3) Given the product [NH2:21][C:10]1[CH:9]=[C:8]([Br:7])[CH:20]=[CH:19][C:11]=1[C:12]([O:14][C:15]([CH3:18])([CH3:16])[CH3:17])=[O:13], predict the reactants needed to synthesize it. The reactants are: CO.C(O)(=O)C.[Br:7][C:8]1[CH:20]=[CH:19][C:11]([C:12]([O:14][C:15]([CH3:18])([CH3:17])[CH3:16])=[O:13])=[C:10]([N+:21]([O-])=O)[CH:9]=1.C(=O)([O-])O.[Na+].